Predict which catalyst facilitates the given reaction. From a dataset of Catalyst prediction with 721,799 reactions and 888 catalyst types from USPTO. (1) Reactant: [CH3:1][C:2]1([CH2:5][CH2:6][C:7]([OH:9])=O)[CH2:4][CH2:3]1.C(Cl)(=O)C([Cl:13])=O. Product: [CH3:1][C:2]1([CH2:5][CH2:6][C:7]([Cl:13])=[O:9])[CH2:4][CH2:3]1. The catalyst class is: 4. (2) Reactant: [CH2:1]([O:8][CH2:9][CH2:10][C:11]1([NH2:14])[CH2:13][CH2:12]1)[C:2]1[CH:7]=[CH:6][CH:5]=[CH:4][CH:3]=1.C(=O)([O-])O.[Na+].[C:20](O[C:20]([O:22][C:23]([CH3:26])([CH3:25])[CH3:24])=[O:21])([O:22][C:23]([CH3:26])([CH3:25])[CH3:24])=[O:21]. Product: [CH2:1]([O:8][CH2:9][CH2:10][C:11]1([NH:14][C:20](=[O:21])[O:22][C:23]([CH3:26])([CH3:25])[CH3:24])[CH2:13][CH2:12]1)[C:2]1[CH:7]=[CH:6][CH:5]=[CH:4][CH:3]=1. The catalyst class is: 334. (3) Reactant: [Br:1][C:2]1[CH:7]=[CH:6][C:5]([S:8]([NH:11][C:12]2[CH:16]=[CH:15][S:14][C:13]=2[C:17]([O:19]C)=[O:18])(=[O:10])=[O:9])=[CH:4][CH:3]=1.[OH-].[Na+].CO. Product: [Br:1][C:2]1[CH:3]=[CH:4][C:5]([S:8]([NH:11][C:12]2[CH:16]=[CH:15][S:14][C:13]=2[C:17]([OH:19])=[O:18])(=[O:9])=[O:10])=[CH:6][CH:7]=1. The catalyst class is: 7. (4) Reactant: [CH2:1]([O:4][C:5](=[O:25])[NH:6][C:7]1[CH:12]=[CH:11][CH:10]=[C:9]([C:13](=O)[CH:14](Br)[C:15]2[CH:20]=[CH:19][N:18]=[C:17]([Cl:21])[N:16]=2)[C:8]=1[F:24])[CH:2]=[CH2:3].[CH3:26][C:27]([CH3:32])([CH3:31])[C:28]([NH2:30])=[O:29].O. Product: [CH2:1]([O:4][C:5](=[O:25])[NH:6][C:7]1[CH:12]=[CH:11][CH:10]=[C:9]([C:13]2[N:30]=[C:28]([C:27]([CH3:32])([CH3:31])[CH3:26])[O:29][C:14]=2[C:15]2[CH:20]=[CH:19][N:18]=[C:17]([Cl:21])[N:16]=2)[C:8]=1[F:24])[CH:2]=[CH2:3]. The catalyst class is: 44. (5) Reactant: [N:1]1[N:2]=[C:3]([C:10]2[CH:19]=[CH:18][C:17]3[C:12](=[C:13]([N:20]4[CH2:25][CH2:24][C@H:23]([NH:26]C(=O)OCC5C=CC=CC=5)[C@H:22]([F:37])[CH2:21]4)[CH:14]=[CH:15][CH:16]=3)[N:11]=2)[N:4]2[CH:9]=[CH:8][CH:7]=[CH:6][C:5]=12.Cl. Product: [N:1]1[N:2]=[C:3]([C:10]2[CH:19]=[CH:18][C:17]3[C:12](=[C:13]([N:20]4[CH2:25][CH2:24][CH:23]([NH2:26])[CH:22]([F:37])[CH2:21]4)[CH:14]=[CH:15][CH:16]=3)[N:11]=2)[N:4]2[CH:9]=[CH:8][CH:7]=[CH:6][C:5]=12. The catalyst class is: 232. (6) Reactant: F[C:2]1[CH:9]=[CH:8][CH:7]=[C:4]([C:5]#[N:6])[C:3]=1[C:10]#[N:11].[Cl-:12].[Li+]. Product: [Cl:12][C:2]1[CH:9]=[CH:8][CH:7]=[C:4]([C:5]#[N:6])[C:3]=1[C:10]#[N:11]. The catalyst class is: 60. (7) Reactant: [Cl:1][C:2]1[C:11]2[C:6](=[CH:7][CH:8]=[C:9](I)[CH:10]=2)[N:5]=[C:4]([O:13][CH3:14])[C:3]=1[CH2:15][CH2:16][C:17]([F:20])([F:19])[F:18].[Li]CCCC.[Cl:26][C:27]1[CH:32]=[CH:31][C:30]([C:33]([C:35]2[N:39]([CH3:40])[CH:38]=[N:37][CH:36]=2)=[O:34])=[CH:29][CH:28]=1. Product: [Cl:1][C:2]1[C:11]2[C:6](=[CH:7][CH:8]=[C:9]([C:33]([C:30]3[CH:31]=[CH:32][C:27]([Cl:26])=[CH:28][CH:29]=3)([C:35]3[N:39]([CH3:40])[CH:38]=[N:37][CH:36]=3)[OH:34])[CH:10]=2)[N:5]=[C:4]([O:13][CH3:14])[C:3]=1[CH2:15][CH2:16][C:17]([F:20])([F:19])[F:18]. The catalyst class is: 1. (8) Reactant: ClN1C(=O)CCC1=O.[CH:9](=[N:11][OH:12])[CH3:10].[C:13]([C:15]1[CH:20]=[C:19]([O:21][C:22]2[CH:23]=[CH:24][C:25]([NH:29][C:30](=[O:32])[CH3:31])=[N:26][C:27]=2[CH3:28])[CH:18]=[CH:17][N:16]=1)#[CH:14].O. Product: [CH3:28][C:27]1[N:26]=[C:25]([NH:29][C:30](=[O:32])[CH3:31])[CH:24]=[CH:23][C:22]=1[O:21][C:19]1[CH:18]=[CH:17][N:16]=[C:15]([C:13]2[O:12][N:11]=[C:9]([CH3:10])[CH:14]=2)[CH:20]=1. The catalyst class is: 3. (9) Reactant: O1CCCCC1[O:7][C:8]1[CH:33]=[CH:32][C:11]([CH:12]=[CH:13][C:14]([O:16][C@@H:17]2[CH:21]3[O:22][CH2:23][C@@H:24]([O:25]C4CCCCO4)[CH:20]3[O:19][CH2:18]2)=[O:15])=[CH:10][CH:9]=1.C1(C)C=CC(S([O-])(=O)=O)=CC=1.[NH+]1C=CC=CC=1.C(O)C. Product: [OH:7][C:8]1[CH:9]=[CH:10][C:11]([CH:12]=[CH:13][C:14]([O:16][C@@H:17]2[CH:21]3[O:22][CH2:23][C@@H:24]([OH:25])[CH:20]3[O:19][CH2:18]2)=[O:15])=[CH:32][CH:33]=1. The catalyst class is: 6.